Dataset: Forward reaction prediction with 1.9M reactions from USPTO patents (1976-2016). Task: Predict the product of the given reaction. Given the reactants [NH2:1][C@@H:2]([CH3:5])[CH2:3][OH:4].[Cl:6][CH2:7][C:8](Cl)=[O:9], predict the reaction product. The product is: [Cl:6][CH2:7][C:8]([NH:1][C@@H:2]([CH3:5])[CH2:3][OH:4])=[O:9].